Dataset: Catalyst prediction with 721,799 reactions and 888 catalyst types from USPTO. Task: Predict which catalyst facilitates the given reaction. (1) Reactant: [NH:1]1[CH:5]=[CH:4][CH:3]=[N:2]1.Br[CH2:7][CH2:8][CH2:9][OH:10].C(=O)([O-])[O-].[Cs+].[Cs+]. Product: [N:1]1([CH2:7][CH2:8][CH2:9][OH:10])[CH:5]=[CH:4][CH:3]=[N:2]1. The catalyst class is: 35. (2) Reactant: [C:1]([N:9]1[CH2:14][CH2:13][CH:12]([C:15]([O:17]C)=O)[CH2:11][CH2:10]1)(=[O:8])[C:2]1[CH:7]=[CH:6][CH:5]=[CH:4][CH:3]=1.O.[NH2:20][NH2:21].O. Product: [C:1]([N:9]1[CH2:14][CH2:13][CH:12]([C:15]([NH:20][NH2:21])=[O:17])[CH2:11][CH2:10]1)(=[O:8])[C:2]1[CH:7]=[CH:6][CH:5]=[CH:4][CH:3]=1. The catalyst class is: 5.